Predict the reactants needed to synthesize the given product. From a dataset of Full USPTO retrosynthesis dataset with 1.9M reactions from patents (1976-2016). (1) Given the product [C:1]([O:5][C:6]([N:8]1[CH2:11][CH2:10][C@H:9]1[CH2:12][O:13][C:14]1[CH:15]=[C:16]([CH2:20][CH2:21][C:22]2[CH:23]=[C:24]([CH2:28][OH:29])[CH:25]=[CH:26][CH:27]=2)[CH:17]=[N:18][CH:19]=1)=[O:7])([CH3:4])([CH3:2])[CH3:3], predict the reactants needed to synthesize it. The reactants are: [C:1]([O:5][C:6]([N:8]1[CH2:11][CH2:10][C@H:9]1[CH2:12][O:13][C:14]1[CH:15]=[C:16]([C:20]#[C:21][C:22]2[CH:23]=[C:24]([CH2:28][OH:29])[CH:25]=[CH:26][CH:27]=2)[CH:17]=[N:18][CH:19]=1)=[O:7])([CH3:4])([CH3:3])[CH3:2].CCOC(C)=O.CCCCCC. (2) Given the product [C:14]1([C:20]2[CH:21]=[C:22]([C:28]3[CH:29]=[C:30]4[C:35](=[CH:36][CH:37]=3)[CH:34]=[C:33]([N:45]3[C:44](=[O:46])[C:43](=[CH2:1])[S:42][C:41]3=[S:40])[CH:32]=[CH:31]4)[CH:23]=[CH:24][C:25]=2[O:26][CH3:27])[CH:15]=[CH:16][CH:17]=[CH:18][CH:19]=1, predict the reactants needed to synthesize it. The reactants are: [C:1]1(C)C=CC=CC=1.N1CCCCC1.[C:14]1([C:20]2[CH:21]=[C:22]([C:28]3[CH:29]=[C:30]4[C:35](=[CH:36][CH:37]=3)[CH:34]=[C:33](C=O)[CH:32]=[CH:31]4)[CH:23]=[CH:24][C:25]=2[O:26][CH3:27])[CH:19]=[CH:18][CH:17]=[CH:16][CH:15]=1.[S:40]=[C:41]1[NH:45][C:44](=[O:46])[CH2:43][S:42]1. (3) Given the product [Cl:12][C:13]1[CH:14]=[C:15]([CH:36]=[CH:37][C:38]=1[O:39][CH3:40])[CH2:16][NH:17][C:18]1[C:19]2[N:31]([CH3:32])[N:30]=[C:29]([CH2:33][CH2:34][CH3:35])[C:20]=2[N:21]=[C:22]([CH2:24][CH2:25][C:26]#[N:28])[N:23]=1, predict the reactants needed to synthesize it. The reactants are: CN(C=O)C.C(Cl)(=O)C(Cl)=O.[Cl:12][C:13]1[CH:14]=[C:15]([CH:36]=[CH:37][C:38]=1[O:39][CH3:40])[CH2:16][NH:17][C:18]1[C:19]2[N:31]([CH3:32])[N:30]=[C:29]([CH2:33][CH2:34][CH3:35])[C:20]=2[N:21]=[C:22]([CH2:24][CH2:25][C:26]([NH2:28])=O)[N:23]=1. (4) Given the product [CH3:22][C:13]1[CH:14]=[C:15]([S:18](=[O:20])(=[O:19])[NH2:21])[CH:16]=[CH:17][C:12]=1[NH:11][C:8]([C:4]1[CH:3]=[C:2]([Cl:1])[N:7]=[CH:6][N:5]=1)=[O:9], predict the reactants needed to synthesize it. The reactants are: [Cl:1][C:2]1[N:7]=[CH:6][N:5]=[C:4]([C:8](Cl)=[O:9])[CH:3]=1.[NH2:11][C:12]1[CH:17]=[CH:16][C:15]([S:18]([NH2:21])(=[O:20])=[O:19])=[CH:14][C:13]=1[CH3:22].CCN(C(C)C)C(C)C. (5) The reactants are: [Si:1]([O:8][CH2:9][C@@H:10]1[C@@H:14]([OH:15])[CH2:13][CH2:12][N:11]1[C:16]([O:18][C:19]([CH3:22])([CH3:21])[CH3:20])=[O:17])([C:4]([CH3:7])([CH3:6])[CH3:5])([CH3:3])[CH3:2].[H-].[Na+].[F:25][C:26]1[CH:27]=[C:28]([N+:33]([O-:35])=[O:34])[CH:29]=[C:30](F)[CH:31]=1. Given the product [Si:1]([O:8][CH2:9][C@@H:10]1[C@@H:14]([O:15][C:30]2[CH:29]=[C:28]([N+:33]([O-:35])=[O:34])[CH:27]=[C:26]([F:25])[CH:31]=2)[CH2:13][CH2:12][N:11]1[C:16]([O:18][C:19]([CH3:22])([CH3:21])[CH3:20])=[O:17])([C:4]([CH3:7])([CH3:6])[CH3:5])([CH3:3])[CH3:2], predict the reactants needed to synthesize it. (6) Given the product [ClH:19].[CH:23]1[C:22]2[C:27](=[CH:28][C:29]3[C:34]([C:21]=2[CH2:20][S:18][C:9]2[NH:8][C@H:7]([C:1]4[CH:2]=[CH:3][CH:4]=[CH:5][CH:6]=4)[C@H:11]([C:12]4[CH:13]=[CH:14][CH:15]=[CH:16][CH:17]=4)[N:10]=2)=[CH:33][CH:32]=[CH:31][CH:30]=3)[CH:26]=[CH:25][CH:24]=1, predict the reactants needed to synthesize it. The reactants are: [C:1]1([C@H:7]2[C@@H:11]([C:12]3[CH:17]=[CH:16][CH:15]=[CH:14][CH:13]=3)[NH:10][C:9](=[S:18])[NH:8]2)[CH:6]=[CH:5][CH:4]=[CH:3][CH:2]=1.[Cl:19][CH2:20][C:21]1[C:22]2[C:27]([CH:28]=[C:29]3[C:34]=1[CH:33]=[CH:32][CH:31]=[CH:30]3)=[CH:26][CH:25]=[CH:24][CH:23]=2. (7) Given the product [CH2:4]([O:3][CH:1]=[CH:2][C:8](=[O:9])[C:7]([F:18])([F:17])[F:6])[CH3:5], predict the reactants needed to synthesize it. The reactants are: [CH2:1]([O:3][CH:4]=[CH2:5])[CH3:2].[F:6][C:7]([F:18])([F:17])[C:8](O[C:8](=[O:9])[C:7]([F:18])([F:17])[F:6])=[O:9].C([O-])(O)=O.[Na+].